This data is from Full USPTO retrosynthesis dataset with 1.9M reactions from patents (1976-2016). The task is: Predict the reactants needed to synthesize the given product. Given the product [CH3:1][S:2]([NH:5][C:10]1[CH:19]=[C:18]([S:20]([CH3:23])(=[O:22])=[O:21])[CH:17]=[CH:16][C:11]=1[C:12]([OH:14])=[O:13])(=[O:3])=[O:4], predict the reactants needed to synthesize it. The reactants are: [CH3:1][S:2]([N:5]([C:10]1[CH:19]=[C:18]([S:20]([CH3:23])(=[O:22])=[O:21])[CH:17]=[CH:16][C:11]=1[C:12]([O:14]C)=[O:13])S(C)(=O)=O)(=[O:4])=[O:3].O.[OH-].[Li+].Cl.